From a dataset of Reaction yield outcomes from USPTO patents with 853,638 reactions. Predict the reaction yield, written as a fraction of the theoretical maximum amount of product (1.0 means a 100% yield; for example, 0.34 means a 34% yield). The reactants are [NH2:1][C:2]1[CH:9]=[CH:8][CH:7]=[C:6]([C:10]#[C:11][C:12]([CH3:15])([CH3:14])[CH3:13])[C:3]=1[C:4]#[N:5]. The catalyst is CCOC(C)=O.CCO.[Pd]. The product is [NH2:1][C:2]1[CH:9]=[CH:8][CH:7]=[C:6]([CH2:10][CH2:11][C:12]([CH3:15])([CH3:14])[CH3:13])[C:3]=1[C:4]#[N:5]. The yield is 0.880.